Dataset: HIV replication inhibition screening data with 41,000+ compounds from the AIDS Antiviral Screen. Task: Binary Classification. Given a drug SMILES string, predict its activity (active/inactive) in a high-throughput screening assay against a specified biological target. The compound is Cc1occc1C(=S)Nc1ccc(Cl)c(C(=O)OC(C)(C)C)c1. The result is 1 (active).